This data is from Reaction yield outcomes from USPTO patents with 853,638 reactions. The task is: Predict the reaction yield, written as a fraction of the theoretical maximum amount of product (1.0 means a 100% yield; for example, 0.34 means a 34% yield). The yield is 0.401. The catalyst is C1COCC1.C(Cl)(Cl)Cl. The reactants are [OH:1][C@@H:2]([C:23]1[CH:28]=[CH:27][CH:26]=[CH:25][CH:24]=1)[CH2:3][CH2:4][N:5]1[CH2:10][CH2:9][CH:8]([C:11]2[CH:12]=[C:13]([NH:17][C:18](=[O:22])[CH:19]([CH3:21])[CH3:20])[CH:14]=[CH:15][CH:16]=2)[CH2:7][CH2:6]1.[F:29][C:30]1[CH:35]=[CH:34][C:33]([F:36])=[CH:32][C:31]=1O.C1(P(C2C=CC=CC=2)C2C=CC=CC=2)C=CC=CC=1.N(C(OCC)=O)=NC(OCC)=O.N. The product is [F:29][C:30]1[CH:35]=[CH:34][C:33]([F:36])=[CH:32][C:31]=1[O:1][C@H:2]([C:23]1[CH:24]=[CH:25][CH:26]=[CH:27][CH:28]=1)[CH2:3][CH2:4][N:5]1[CH2:10][CH2:9][CH:8]([C:11]2[CH:12]=[C:13]([NH:17][C:18](=[O:22])[CH:19]([CH3:21])[CH3:20])[CH:14]=[CH:15][CH:16]=2)[CH2:7][CH2:6]1.